The task is: Predict the product of the given reaction.. This data is from Forward reaction prediction with 1.9M reactions from USPTO patents (1976-2016). (1) Given the reactants Cl[CH:2]([C:9]1[CH:14]=[CH:13][CH:12]=[CH:11][CH:10]=1)[C:3]1[CH:8]=[CH:7][CH:6]=[CH:5][CH:4]=1.[NH:15]1[CH2:20][CH2:19][NH:18][CH2:17][CH2:16]1, predict the reaction product. The product is: [CH:2]([N:15]1[CH2:20][CH2:19][NH:18][CH2:17][CH2:16]1)([C:9]1[CH:14]=[CH:13][CH:12]=[CH:11][CH:10]=1)[C:3]1[CH:8]=[CH:7][CH:6]=[CH:5][CH:4]=1. (2) Given the reactants CS([O:5][C@@H:6]1[CH2:10][CH2:9][O:8][CH2:7]1)(=O)=O.[F:11][C:12]1[C:13]([CH3:28])=[C:14]([C:20]2[CH:25]=[CH:24][CH:23]=[C:22]([CH2:26][OH:27])[CH:21]=2)[C:15]([CH3:19])=[CH:16][C:17]=1O.C(=O)([O-])[O-].[Cs+].[Cs+].O, predict the reaction product. The product is: [F:11][C:12]1[C:13]([CH3:28])=[C:14]([C:20]2[CH:25]=[CH:24][CH:23]=[C:22]([CH2:26][OH:27])[CH:21]=2)[C:15]([CH3:19])=[CH:16][C:17]=1[O:5][C@H:6]1[CH2:10][CH2:9][O:8][CH2:7]1.